Dataset: Full USPTO retrosynthesis dataset with 1.9M reactions from patents (1976-2016). Task: Predict the reactants needed to synthesize the given product. (1) Given the product [Cl:21][C:22]1[N:23]([C:2]2[N:11]=[CH:10][C:9]3[N:8]([CH3:12])[C:7](=[O:13])[C@@H:6]([CH2:14][CH3:15])[N:5]([CH:16]4[CH2:20][CH2:19][CH2:18][CH2:17]4)[C:4]=3[N:3]=2)[CH:24]=[CH:25][N:26]=1, predict the reactants needed to synthesize it. The reactants are: Cl[C:2]1[N:11]=[CH:10][C:9]2[N:8]([CH3:12])[C:7](=[O:13])[C@@H:6]([CH2:14][CH3:15])[N:5]([CH:16]3[CH2:20][CH2:19][CH2:18][CH2:17]3)[C:4]=2[N:3]=1.[Cl:21][C:22]1[NH:23][CH:24]=[CH:25][N:26]=1. (2) Given the product [CH3:11][O:12][C:2]1[CH:7]=[CH:6][N:5]=[C:4]2[CH2:8][CH2:9][CH2:10][C:3]=12, predict the reactants needed to synthesize it. The reactants are: Cl[C:2]1[CH:7]=[CH:6][N:5]=[C:4]2[CH2:8][CH2:9][CH2:10][C:3]=12.[CH3:11][OH:12].C[O-].[Na+]. (3) Given the product [F:1][C:2]1[C:7]([F:8])=[CH:6][CH:5]=[CH:4][C:3]=1[NH:9][C:10](=[O:33])[CH2:11][N:12]1[CH:16]=[C:15]([NH:17][C:18]2[C:27]3[C:22](=[CH:23][C:24]([O:30][CH2:31][CH3:32])=[CH:25][C:26]=3[OH:28])[N:21]=[CH:20][N:19]=2)[CH:14]=[N:13]1, predict the reactants needed to synthesize it. The reactants are: [F:1][C:2]1[C:7]([F:8])=[CH:6][CH:5]=[CH:4][C:3]=1[NH:9][C:10](=[O:33])[CH2:11][N:12]1[CH:16]=[C:15]([NH:17][C:18]2[C:27]3[C:22](=[CH:23][C:24]([O:30][CH2:31][CH3:32])=[CH:25][C:26]=3[O:28]C)[N:21]=[CH:20][N:19]=2)[CH:14]=[N:13]1.Cl.N1C=CC=CC=1. (4) Given the product [CH:21]1([C:19]([N:16]2[CH2:17][CH2:18][C@@H:14]([CH2:13][N:12]3[C:11]4[CH:24]=[CH:25][CH:26]=[C:27]([C:28]#[N:29])[C:10]=4[N:9]=[C:8]3[C:5]3[CH:4]=[CH:3][C:2]([C:38]4[CH:39]=[C:40]5[C:44](=[CH:45][CH:46]=4)[NH:43][CH:42]=[CH:41]5)=[CH:7][CH:6]=3)[CH2:15]2)=[O:20])[CH2:22][CH2:23]1, predict the reactants needed to synthesize it. The reactants are: Br[C:2]1[CH:7]=[CH:6][C:5]([C:8]2[N:12]([CH2:13][C@@H:14]3[CH2:18][CH2:17][N:16]([C:19]([CH:21]4[CH2:23][CH2:22]4)=[O:20])[CH2:15]3)[C:11]3[CH:24]=[CH:25][CH:26]=[C:27]([C:28]#[N:29])[C:10]=3[N:9]=2)=[CH:4][CH:3]=1.CC1(C)C(C)(C)OB([C:38]2[CH:39]=[C:40]3[C:44](=[CH:45][CH:46]=2)[NH:43][CH:42]=[CH:41]3)O1.C(=O)([O-])[O-].[K+].[K+]. (5) Given the product [Cl:9][CH2:8][C@@H:6]([OH:7])[CH2:5][C:4]([O:3][CH2:1][CH3:2])=[O:10], predict the reactants needed to synthesize it. The reactants are: [CH2:1]([O:3][C:4](=[O:10])[CH2:5][C:6]([CH2:8][Cl:9])=[O:7])[CH3:2].